Predict which catalyst facilitates the given reaction. From a dataset of Catalyst prediction with 721,799 reactions and 888 catalyst types from USPTO. (1) Reactant: [NH2:1][C:2]1[CH:3]=[C:4]([CH:9]2[CH2:14][CH2:13][N:12]([C:15]([O:17][C:18]([CH3:21])([CH3:20])[CH3:19])=[O:16])[CH2:11][CH2:10]2)[C:5]([CH3:8])=[CH:6][CH:7]=1.[CH3:22][C:23]1([CH3:42])[C:27]([CH3:29])([CH3:28])[O:26][B:25]([C:30]2[CH:35]=[CH:34][C:33]([CH2:36][CH2:37][CH2:38][C:39](O)=[O:40])=[CH:32][CH:31]=2)[O:24]1.F[P-](F)(F)(F)(F)F.CN(C(=[N+](C)C)ON1C2=NC=CC=C2N=N1)C.C(N(C(C)C)CC)(C)C. Product: [CH3:8][C:5]1[CH:6]=[CH:7][C:2]([NH:1][C:39](=[O:40])[CH2:38][CH2:37][CH2:36][C:33]2[CH:32]=[CH:31][C:30]([B:25]3[O:24][C:23]([CH3:22])([CH3:42])[C:27]([CH3:29])([CH3:28])[O:26]3)=[CH:35][CH:34]=2)=[CH:3][C:4]=1[CH:9]1[CH2:14][CH2:13][N:12]([C:15]([O:17][C:18]([CH3:21])([CH3:20])[CH3:19])=[O:16])[CH2:11][CH2:10]1. The catalyst class is: 9. (2) Reactant: [CH3:1][C:2]1[CH:3]=[C:4]([CH:18]=[CH:19][C:20]=1[CH3:21])[C:5]([C:7]1[C:16](=[O:17])[C:15]2[C:10](=[CH:11][CH:12]=[CH:13][CH:14]=2)[NH:9][CH:8]=1)=[O:6].[H-].[Na+].Br[CH2:25][C:26]1[N:31]=[C:30]([C:32]#[N:33])[CH:29]=[CH:28][CH:27]=1. Product: [CH3:1][C:2]1[CH:3]=[C:4]([CH:18]=[CH:19][C:20]=1[CH3:21])[C:5]([C:7]1[C:16](=[O:17])[C:15]2[C:10](=[CH:11][CH:12]=[CH:13][CH:14]=2)[N:9]([CH2:25][C:26]2[N:31]=[C:30]([C:32]#[N:33])[CH:29]=[CH:28][CH:27]=2)[CH:8]=1)=[O:6]. The catalyst class is: 9. (3) Reactant: [S:1]1[C:5]2[CH:6]=[CH:7][CH:8]=[CH:9][C:4]=2[C:3]([NH:10][CH2:11][CH2:12][NH2:13])=[N:2]1.[C:14]([O:18][C:19]([N:21]1[CH2:26][CH2:25][CH2:24][CH:23]([C:27](O)=[O:28])[CH2:22]1)=[O:20])([CH3:17])([CH3:16])[CH3:15].Cl.CN(C)CCCN=C=NCC.C(N(CC)CC)C. Product: [S:1]1[C:5]2[CH:6]=[CH:7][CH:8]=[CH:9][C:4]=2[C:3]([NH:10][CH2:11][CH2:12][NH:13][C:27]([CH:23]2[CH2:24][CH2:25][CH2:26][N:21]([C:19]([O:18][C:14]([CH3:17])([CH3:16])[CH3:15])=[O:20])[CH2:22]2)=[O:28])=[N:2]1. The catalyst class is: 4. (4) Reactant: [Br:1][C:2]1[C:3]([CH3:11])=[C:4](B(O)O)[CH:5]=[CH:6][CH:7]=1.Br[C:13]1[CH:14]=[N:15][CH:16]=[CH:17][CH:18]=1.C([O-])([O-])=O.[Na+].[Na+]. Product: [Br:1][C:2]1[C:3]([CH3:11])=[C:4]([C:13]2[CH:14]=[N:15][CH:16]=[CH:17][CH:18]=2)[CH:5]=[CH:6][CH:7]=1. The catalyst class is: 109. (5) Reactant: [Cl:1][C:2]1[CH:3]=[CH:4][C:5]2[C:11](=[O:12])[C:10]3[CH:13]=[CH:14][CH:15]=[C:16]([OH:17])[C:9]=3[CH2:8][CH2:7][C:6]=2[CH:18]=1.[O:19](S(C(F)(F)F)(=O)=O)[S:20]([C:23]([F:26])([F:25])[F:24])(=O)=[O:21]. Product: [Cl:1][C:2]1[CH:3]=[CH:4][C:5]2[C:11](=[O:12])[C:10]3[CH:13]=[CH:14][CH:15]=[C:16]([O:17][S:20]([C:23]([F:26])([F:25])[F:24])(=[O:21])=[O:19])[C:9]=3[CH2:8][CH2:7][C:6]=2[CH:18]=1. The catalyst class is: 17. (6) Reactant: ClC1C=CC=C(C(OO)=[O:9])C=1.[CH3:12][C@H:13]1[C:21]2[C:20]([N:22]3[CH2:27][CH2:26][N:25]([C:28]([O:30][C:31]([CH3:34])([CH3:33])[CH3:32])=[O:29])[CH2:24][CH2:23]3)=[N:19][CH:18]=[N:17][C:16]=2[CH2:15][CH2:14]1.C([O-])(O)=O.[Na+].[O-]S([O-])(=S)=O.[Na+].[Na+].C([O-])([O-])=O.[Na+].[Na+]. Product: [C:31]([O:30][C:28]([N:25]1[CH2:24][CH2:23][N:22]([C:20]2[N:19]=[CH:18][N+:17]([O-:9])=[C:16]3[CH2:15][CH2:14][C@@H:13]([CH3:12])[C:21]=23)[CH2:27][CH2:26]1)=[O:29])([CH3:33])([CH3:32])[CH3:34]. The catalyst class is: 146. (7) Reactant: [CH3:1][O:2][C:3]([C:5]1[CH:10]=[CH:9][CH:8]=[CH:7][C:6]=1[O:11][C:12]([N:14]1[CH2:18][C@H:17]([S:19]C(C2C=CC=CC=2)(C2C=CC=CC=2)C2C=CC=CC=2)[CH2:16][C@H:15]1[CH2:39][O:40][CH2:41][C:42]1[CH:47]=[C:46]([F:48])[C:45]([F:49])=[CH:44][C:43]=1[F:50])=[O:13])=[O:4].C([SiH](CC)CC)C. Product: [CH3:1][O:2][C:3]([C:5]1[CH:10]=[CH:9][CH:8]=[CH:7][C:6]=1[O:11][C:12]([N:14]1[CH2:18][C@H:17]([SH:19])[CH2:16][C@H:15]1[CH2:39][O:40][CH2:41][C:42]1[CH:47]=[C:46]([F:48])[C:45]([F:49])=[CH:44][C:43]=1[F:50])=[O:13])=[O:4]. The catalyst class is: 67. (8) Reactant: [OH-].[Na+].C([O:7][C:8](=[O:22])[CH2:9][N:10]([S:12]([C:15]1[CH:16]=[N:17][C:18](Cl)=[CH:19][CH:20]=1)(=[O:14])=[O:13])[CH3:11])(C)(C)C.[C:23]([OH:27])#[C:24][CH2:25][CH3:26]. Product: [CH2:23]([O:27][C:18]1[N:17]=[CH:16][C:15]([S:12]([N:10]([CH2:9][C:8]([OH:7])=[O:22])[CH3:11])(=[O:13])=[O:14])=[CH:20][CH:19]=1)[C:24]#[C:25][CH3:26]. The catalyst class is: 6. (9) Reactant: [F:1][C:2]1[CH:3]=[C:4]([CH2:9][O:10][CH:11]2[CH2:16][CH2:15][CH2:14][N:13](C(OC(C)(C)C)=O)[CH2:12]2)[CH:5]=[CH:6][C:7]=1[F:8].C(OCC)C. Product: [F:1][C:2]1[CH:3]=[C:4]([CH2:9][O:10][CH:11]2[CH2:16][CH2:15][CH2:14][NH:13][CH2:12]2)[CH:5]=[CH:6][C:7]=1[F:8]. The catalyst class is: 5. (10) Reactant: Cl.[NH2:2][CH2:3][CH2:4][C:5]1[C:9]2[CH:10]=[C:11]([C:14]([O:16][CH3:17])=[O:15])[CH:12]=[CH:13][C:8]=2[O:7][CH:6]=1.C(N(CC)CC)C.[O:25]1[CH:29]=[CH:28][CH:27]=[C:26]1[C:30](Cl)=[O:31]. Product: [O:25]1[CH:29]=[CH:28][CH:27]=[C:26]1[C:30]([NH:2][CH2:3][CH2:4][C:5]1[C:9]2[CH:10]=[C:11]([C:14]([O:16][CH3:17])=[O:15])[CH:12]=[CH:13][C:8]=2[O:7][CH:6]=1)=[O:31]. The catalyst class is: 2.